This data is from Forward reaction prediction with 1.9M reactions from USPTO patents (1976-2016). The task is: Predict the product of the given reaction. (1) Given the reactants [H-].[Na+].[C:3]([O:7][C:8](=[O:15])[NH:9][CH2:10][CH2:11][CH2:12][CH2:13][OH:14])([CH3:6])([CH3:5])[CH3:4].F[C:17]1[CH:22]=[C:21]([N+:23]([O-:25])=[O:24])[CH:20]=[CH:19][C:18]=1[N:26]1[CH:30]=[N:29][C:28]([CH3:31])=[N:27]1, predict the reaction product. The product is: [CH3:31][C:28]1[N:29]=[CH:30][N:26]([C:18]2[CH:17]=[CH:22][C:21]([N+:23]([O-:25])=[O:24])=[CH:20][C:19]=2[O:14][CH2:13][CH2:12][CH2:11][CH2:10][NH:9][C:8](=[O:15])[O:7][C:3]([CH3:6])([CH3:4])[CH3:5])[N:27]=1. (2) The product is: [C:23]([O:22][C:20](=[O:21])[N:19]([CH3:29])[CH:15]1[CH2:16][CH2:17][CH2:18][NH:13][CH2:14]1)([CH3:24])([CH3:25])[CH3:26]. Given the reactants [H-].[Na+].C(OC([N:13]1[CH2:18][CH2:17][CH2:16][CH:15]([NH:19][C:20]([O:22][C:23]([CH3:26])([CH3:25])[CH3:24])=[O:21])[CH2:14]1)=O)C1C=CC=CC=1.CI.[CH3:29]N(C)C=O, predict the reaction product. (3) Given the reactants [NH2:1][C:2]1[N:7]=[C:6]([CH3:8])[N:5]=[C:4](O)[CH:3]=1.P(Cl)(Cl)([Cl:12])=O, predict the reaction product. The product is: [Cl:12][C:4]1[N:5]=[C:6]([CH3:8])[N:7]=[C:2]([NH2:1])[CH:3]=1. (4) Given the reactants [Cl:1][C:2]1[CH:7]=[CH:6][CH:5]=[C:4]([Cl:8])[C:3]=1[C:9]1[CH:14]=[C:13]([F:15])[CH:12]=[CH:11][C:10]=1[O:16]C.B(Br)(Br)Br, predict the reaction product. The product is: [Cl:1][C:2]1[CH:7]=[CH:6][CH:5]=[C:4]([Cl:8])[C:3]=1[C:9]1[C:10]([OH:16])=[CH:11][CH:12]=[C:13]([F:15])[CH:14]=1. (5) Given the reactants [Cl:1][C:2]1[CH:7]=[CH:6][C:5]([S:8][C:9]2[CH:14]=[CH:13][CH:12]=[CH:11][C:10]=2[CH2:15][C:16]#[N:17])=[CH:4][CH:3]=1.[CH2:18](N)[CH2:19][NH2:20], predict the reaction product. The product is: [Cl:1][C:2]1[CH:7]=[CH:6][C:5]([S:8][C:9]2[CH:14]=[CH:13][CH:12]=[CH:11][C:10]=2[CH2:15][C:16]2[NH:20][CH2:19][CH2:18][N:17]=2)=[CH:4][CH:3]=1.